Task: Predict which catalyst facilitates the given reaction.. Dataset: Catalyst prediction with 721,799 reactions and 888 catalyst types from USPTO (1) Reactant: [CH3:1][O:2][C:3]1[CH:4]=[C:5]([S:12]([CH2:15][CH2:16][CH2:17][N:18]2[CH2:23][CH2:22][O:21][CH2:20][CH2:19]2)(=[O:14])=[O:13])[CH:6]=[C:7]([N+:9]([O-])=O)[CH:8]=1.O.[Cl-].[NH4+]. Product: [CH3:1][O:2][C:3]1[CH:8]=[C:7]([CH:6]=[C:5]([S:12]([CH2:15][CH2:16][CH2:17][N:18]2[CH2:19][CH2:20][O:21][CH2:22][CH2:23]2)(=[O:14])=[O:13])[CH:4]=1)[NH2:9]. The catalyst class is: 447. (2) Reactant: C([O:8][C:9]1[CH:14]=[CH:13][C:12]([C:15]2[N:16]([CH2:21][CH2:22][CH2:23][C:24]3[CH:29]=[CH:28][C:27]([CH2:30][CH2:31][CH2:32][CH2:33][CH3:34])=[CH:26][CH:25]=3)[C:17]([CH3:20])=[CH:18][CH:19]=2)=[CH:11][CH:10]=1)C1C=CC=CC=1. Product: [CH3:20][C:17]1[N:16]([CH2:21][CH2:22][CH2:23][C:24]2[CH:29]=[CH:28][C:27]([CH2:30][CH2:31][CH2:32][CH2:33][CH3:34])=[CH:26][CH:25]=2)[C:15]([C:12]2[CH:11]=[CH:10][C:9]([OH:8])=[CH:14][CH:13]=2)=[CH:19][CH:18]=1. The catalyst class is: 178. (3) Reactant: [CH:1]([C:3]1[NH:4][C:5]([C:10]#[N:11])=[C:6]([C:8]#[N:9])[N:7]=1)=[CH2:2].S(OC)(O[CH3:16])(=O)=O. Product: [CH3:16][N:7]1[C:6]([C:8]#[N:9])=[C:5]([C:10]#[N:11])[N:4]=[C:3]1[CH:1]=[CH2:2]. The catalyst class is: 116. (4) Reactant: C[O:2][C:3]1[C:8]2[CH:9]=[N:10][S:11][C:7]=2[CH:6]=[CH:5][CH:4]=1.Cl.N1C=CC=CC=1.O.Cl. Product: [S:11]1[C:7]2=[CH:6][CH:5]=[CH:4][C:3]([OH:2])=[C:8]2[CH:9]=[N:10]1. The catalyst class is: 13. (5) Reactant: [CH3:1][O:2][C:3]1[CH:23]=[CH:22][C:6]2[N:7]=[C:8]([NH:10][C:11]([C:13]3[CH:21]=[CH:20][C:16]([C:17](O)=[O:18])=[CH:15][CH:14]=3)=[O:12])[S:9][C:5]=2[CH:4]=1.[CH2:24]([NH2:31])[C:25]1[CH:30]=[CH:29][CH:28]=[CH:27][CH:26]=1.C(P1(=O)OP(CCC)(=O)OP(CCC)(=O)O1)CC. Product: [CH2:24]([NH:31][C:17](=[O:18])[C:16]1[CH:20]=[CH:21][C:13]([C:11]([NH:10][C:8]2[S:9][C:5]3[CH:4]=[C:3]([O:2][CH3:1])[CH:23]=[CH:22][C:6]=3[N:7]=2)=[O:12])=[CH:14][CH:15]=1)[C:25]1[CH:30]=[CH:29][CH:28]=[CH:27][CH:26]=1. The catalyst class is: 66.